This data is from NCI-60 drug combinations with 297,098 pairs across 59 cell lines. The task is: Regression. Given two drug SMILES strings and cell line genomic features, predict the synergy score measuring deviation from expected non-interaction effect. (1) Drug 1: CNC(=O)C1=CC=CC=C1SC2=CC3=C(C=C2)C(=NN3)C=CC4=CC=CC=N4. Drug 2: C1CC(=O)NC(=O)C1N2CC3=C(C2=O)C=CC=C3N. Cell line: K-562. Synergy scores: CSS=57.0, Synergy_ZIP=-2.01, Synergy_Bliss=-5.91, Synergy_Loewe=-31.4, Synergy_HSA=-4.76. (2) Drug 1: CCC1(CC2CC(C3=C(CCN(C2)C1)C4=CC=CC=C4N3)(C5=C(C=C6C(=C5)C78CCN9C7C(C=CC9)(C(C(C8N6C=O)(C(=O)OC)O)OC(=O)C)CC)OC)C(=O)OC)O.OS(=O)(=O)O. Drug 2: CN1C2=C(C=C(C=C2)N(CCCl)CCCl)N=C1CCCC(=O)O.Cl. Cell line: HS 578T. Synergy scores: CSS=0.424, Synergy_ZIP=0.301, Synergy_Bliss=1.91, Synergy_Loewe=-0.343, Synergy_HSA=-0.253. (3) Drug 1: CC1=C2C(C(=O)C3(C(CC4C(C3C(C(C2(C)C)(CC1OC(=O)C(C(C5=CC=CC=C5)NC(=O)OC(C)(C)C)O)O)OC(=O)C6=CC=CC=C6)(CO4)OC(=O)C)OC)C)OC. Drug 2: B(C(CC(C)C)NC(=O)C(CC1=CC=CC=C1)NC(=O)C2=NC=CN=C2)(O)O. Cell line: SK-OV-3. Synergy scores: CSS=43.9, Synergy_ZIP=4.39, Synergy_Bliss=4.12, Synergy_Loewe=2.71, Synergy_HSA=4.90. (4) Drug 1: CCC(=C(C1=CC=CC=C1)C2=CC=C(C=C2)OCCN(C)C)C3=CC=CC=C3.C(C(=O)O)C(CC(=O)O)(C(=O)O)O. Drug 2: CC(C)(C#N)C1=CC(=CC(=C1)CN2C=NC=N2)C(C)(C)C#N. Cell line: NCI-H226. Synergy scores: CSS=1.33, Synergy_ZIP=-0.386, Synergy_Bliss=2.50, Synergy_Loewe=2.39, Synergy_HSA=1.64. (5) Drug 1: C1=NNC2=C1C(=O)NC=N2. Drug 2: CN(C(=O)NC(C=O)C(C(C(CO)O)O)O)N=O. Cell line: K-562. Synergy scores: CSS=7.47, Synergy_ZIP=2.23, Synergy_Bliss=6.51, Synergy_Loewe=2.66, Synergy_HSA=4.83. (6) Drug 1: CC1=C(C(=CC=C1)Cl)NC(=O)C2=CN=C(S2)NC3=CC(=NC(=N3)C)N4CCN(CC4)CCO. Drug 2: CC12CCC3C(C1CCC2O)C(CC4=C3C=CC(=C4)O)CCCCCCCCCS(=O)CCCC(C(F)(F)F)(F)F. Cell line: TK-10. Synergy scores: CSS=17.2, Synergy_ZIP=3.12, Synergy_Bliss=12.9, Synergy_Loewe=1.73, Synergy_HSA=7.84. (7) Drug 1: C1CN(CCN1C(=O)CCBr)C(=O)CCBr. Drug 2: CC(C)NC(=O)C1=CC=C(C=C1)CNNC.Cl. Cell line: OVCAR-8. Synergy scores: CSS=10.6, Synergy_ZIP=-2.55, Synergy_Bliss=4.31, Synergy_Loewe=-9.14, Synergy_HSA=-1.36. (8) Drug 1: CS(=O)(=O)C1=CC(=C(C=C1)C(=O)NC2=CC(=C(C=C2)Cl)C3=CC=CC=N3)Cl. Drug 2: C1CCC(C(C1)N)N.C(=O)(C(=O)[O-])[O-].[Pt+4]. Cell line: HOP-92. Synergy scores: CSS=20.8, Synergy_ZIP=-0.751, Synergy_Bliss=1.19, Synergy_Loewe=-11.1, Synergy_HSA=1.98. (9) Drug 1: CC12CCC3C(C1CCC2=O)CC(=C)C4=CC(=O)C=CC34C. Drug 2: COC1=NC(=NC2=C1N=CN2C3C(C(C(O3)CO)O)O)N. Cell line: OVCAR-4. Synergy scores: CSS=26.0, Synergy_ZIP=6.00, Synergy_Bliss=6.73, Synergy_Loewe=-9.72, Synergy_HSA=4.63. (10) Drug 1: CCCS(=O)(=O)NC1=C(C(=C(C=C1)F)C(=O)C2=CNC3=C2C=C(C=N3)C4=CC=C(C=C4)Cl)F. Drug 2: CN1CCC(CC1)COC2=C(C=C3C(=C2)N=CN=C3NC4=C(C=C(C=C4)Br)F)OC. Cell line: MOLT-4. Synergy scores: CSS=17.2, Synergy_ZIP=9.71, Synergy_Bliss=15.7, Synergy_Loewe=6.44, Synergy_HSA=13.0.